Task: Predict the reaction yield, written as a fraction of the theoretical maximum amount of product (1.0 means a 100% yield; for example, 0.34 means a 34% yield).. Dataset: Reaction yield outcomes from USPTO patents with 853,638 reactions The reactants are [Br:1][C:2]1[C:11]([O:12][CH2:13][CH3:14])=[N:10][C:9](F)=[C:8]2[C:3]=1[CH:4]=[CH:5][CH:6]=[N:7]2.C([O-])([O-])=O.[K+].[K+].CN(C=O)C.[Cl:27][C:28]1[CH:33]=[CH:32][CH:31]=[CH:30][C:29]=1[CH2:34][SH:35]. The catalyst is O. The product is [Br:1][C:2]1[C:11]([O:12][CH2:13][CH3:14])=[N:10][C:9]([S:35][CH2:34][C:29]2[CH:30]=[CH:31][CH:32]=[CH:33][C:28]=2[Cl:27])=[C:8]2[C:3]=1[CH:4]=[CH:5][CH:6]=[N:7]2. The yield is 0.660.